From a dataset of Reaction yield outcomes from USPTO patents with 853,638 reactions. Predict the reaction yield, written as a fraction of the theoretical maximum amount of product (1.0 means a 100% yield; for example, 0.34 means a 34% yield). (1) The reactants are [CH3:1][O:2][C:3]1[CH:8]=[CH:7][C:6]([C:9]2[N:13]([C:14]3[CH:21]=[CH:20][C:17]([C:18]#[N:19])=[CH:16][CH:15]=3)[N:12]=[CH:11][CH:10]=2)=[CH:5][C:4]=1[O:22][C@@H:23]1[CH2:27][CH2:26][O:25][CH2:24]1.[N-:28]=[N+:29]=[N-:30].[Na+].[Cl-].[NH4+]. The catalyst is CN(C)C=O. The product is [CH3:1][O:2][C:3]1[CH:8]=[CH:7][C:6]([C:9]2[N:13]([C:14]3[CH:15]=[CH:16][C:17]([C:18]4[NH:30][N:29]=[N:28][N:19]=4)=[CH:20][CH:21]=3)[N:12]=[CH:11][CH:10]=2)=[CH:5][C:4]=1[O:22][C@@H:23]1[CH2:27][CH2:26][O:25][CH2:24]1. The yield is 0.400. (2) The reactants are [CH:1]([C:4]1[CH:13]=[C:12]2[C:7]([C:8](=O)[NH:9][CH:10]=[N:11]2)=[CH:6][CH:5]=1)([CH3:3])[CH3:2].P(Cl)(Cl)([Cl:17])=O. No catalyst specified. The product is [Cl:17][C:8]1[C:7]2[C:12](=[CH:13][C:4]([CH:1]([CH3:3])[CH3:2])=[CH:5][CH:6]=2)[N:11]=[CH:10][N:9]=1. The yield is 0.970. (3) The reactants are [S:1]1[CH:5]=[CH:4][C:3]2[C:6]([N:10]3[CH2:15][CH2:14][N:13](C=O)[CH2:12][CH2:11]3)=[CH:7][CH:8]=[CH:9][C:2]1=2.[ClH:18].O1CCOCC1. The catalyst is O1CCOCC1. The product is [ClH:18].[S:1]1[CH:5]=[CH:4][C:3]2[C:6]([N:10]3[CH2:15][CH2:14][NH:13][CH2:12][CH2:11]3)=[CH:7][CH:8]=[CH:9][C:2]1=2. The yield is 0.900. (4) The reactants are [CH2:1]([O:3][C:4]([C:6]1[CH2:10][C:9]([O-:11])=[C:8](C(OC)=O)[C:7]=1[CH2:16][CH3:17])=[O:5])[CH3:2].[Na+].[Cl-].[K+].CC(O)=O.C([O-])(O)=O.[Na+]. The catalyst is O.C1(C)C=CC=CC=1. The product is [CH2:16]([C:7]1[CH:6]([C:4]([O:3][CH2:1][CH3:2])=[O:5])[CH2:10][C:9](=[O:11])[CH:8]=1)[CH3:17]. The yield is 0.690. (5) The reactants are Br[C:2]1[CH:3]=[C:4]([N:8]2[C:12]3=[N:13][CH:14]=[C:15]([O:17][CH3:18])[CH:16]=[C:11]3[C:10]([C:19]([NH2:21])=[O:20])=[N:9]2)[CH:5]=[CH:6][CH:7]=1.[C:22]([C@:24]1([OH:31])[CH2:28][CH2:27][N:26]([CH3:29])[C:25]1=[O:30])#[CH:23]. The yield is 0.440. The product is [OH:31][C@@:24]1([C:22]#[C:23][C:2]2[CH:3]=[C:4]([N:8]3[C:12]4=[N:13][CH:14]=[C:15]([O:17][CH3:18])[CH:16]=[C:11]4[C:10]([C:19]([NH2:21])=[O:20])=[N:9]3)[CH:5]=[CH:6][CH:7]=2)[CH2:28][CH2:27][N:26]([CH3:29])[C:25]1=[O:30]. No catalyst specified. (6) The reactants are [NH2:1][CH:2]([CH2:4][CH2:5][CH2:6][CH:7]([CH3:9])[CH3:8])[CH3:3].C(=O)([O-])[O-].[K+].[K+].Cl[C:17]1[N:25]=[CH:24][C:23]([F:26])=[CH:22][C:18]=1[C:19]([OH:21])=[O:20]. The catalyst is CN(C)C=O.[Cu].[Cu]Br. The product is [CH3:3][CH:2]([NH:1][C:17]1[N:25]=[CH:24][C:23]([F:26])=[CH:22][C:18]=1[C:19]([OH:21])=[O:20])[CH2:4][CH2:5][CH2:6][CH:7]([CH3:9])[CH3:8]. The yield is 0.810. (7) The reactants are [F:1][C:2]1[CH:7]=[CH:6][C:5]([NH:8][C:9]2[N:14]([CH3:15])[C:13](=[O:16])[C:12]([C:17]3[CH:22]=[CH:21][C:20]([OH:23])=[CH:19][N:18]=3)=[CH:11][N:10]=2)=[CH:4][CH:3]=1.[H-].[Na+].Cl[C:27]1[C:36]2[CH:35]=[C:34]3[O:37][CH2:38][O:39][C:33]3=[CH:32][C:31]=2[N:30]=[CH:29][N:28]=1. The catalyst is CN(C=O)C.CCOC(C)=O. The product is [O:37]1[C:34]2=[CH:35][C:36]3[C:27]([O:23][C:20]4[CH:21]=[CH:22][C:17]([C:12]5[C:13](=[O:16])[N:14]([CH3:15])[C:9]([NH:8][C:5]6[CH:6]=[CH:7][C:2]([F:1])=[CH:3][CH:4]=6)=[N:10][CH:11]=5)=[N:18][CH:19]=4)=[N:28][CH:29]=[N:30][C:31]=3[CH:32]=[C:33]2[O:39][CH2:38]1. The yield is 0.900. (8) The reactants are [NH2:1][C@@H:2]1[C:10]2[C:5](=[CH:6][CH:7]=[CH:8][CH:9]=2)[CH2:4][C@@H:3]1[OH:11].C(N(CC)CC)C.[C:19](O[C:19]([O:21][C:22]([CH3:25])([CH3:24])[CH3:23])=[O:20])([O:21][C:22]([CH3:25])([CH3:24])[CH3:23])=[O:20]. The catalyst is C(Cl)Cl. The product is [CH3:23][C:22]([CH3:25])([O:21][C:19]([NH:1][C@@H:2]1[C:10]2[C:5](=[CH:6][CH:7]=[CH:8][CH:9]=2)[CH2:4][C@@H:3]1[OH:11])=[O:20])[CH3:24]. The yield is 0.900. (9) The catalyst is CN(C=O)C. The yield is 0.690. The reactants are [CH2:1]([O:3][C:4]1[CH:5]=[C:6]2[C:11](=[CH:12][C:13]=1[O:14][CH3:15])[NH:10][CH:9]=[N:8][C:7]2=O)[CH3:2].O=P(Cl)(Cl)[Cl:19]. The product is [Cl:19][C:7]1[C:6]2[C:11](=[CH:12][C:13]([O:14][CH3:15])=[C:4]([O:3][CH2:1][CH3:2])[CH:5]=2)[N:10]=[CH:9][N:8]=1.